Task: Predict the product of the given reaction.. Dataset: Forward reaction prediction with 1.9M reactions from USPTO patents (1976-2016) (1) Given the reactants Br[C:2]1[CH:7]=[CH:6][C:5]2[N:8]3[C:21]4[CH:20]=[CH:19][CH:18]=[CH:17][C:16]=4C(C4C=CC=CC=4)(C4C=CC=CC=4)[C:14]4[C:9]3=[C:10]([CH:11]=[CH:12][CH:13]=4)[C:4]=2[CH:3]=1.[C:34]1([NH:40][C:41]2[CH:46]=[CH:45][CH:44]=[CH:43][CH:42]=2)[CH:39]=[CH:38][CH:37]=[CH:36][CH:35]=1.N#N.P([C:58]([CH3:61])([CH3:60])[CH3:59])([C:58]([CH3:61])([CH3:60])[CH3:59])[C:58]([CH3:61])([CH3:60])[CH3:59].C[C:63]([O-])([CH3:65])[CH3:64].[Na+], predict the reaction product. The product is: [C:64]1([C:61]2([C:58]3[CH:59]=[CH:10][CH:4]=[CH:5][CH:60]=3)[C:35]3[C:34]4=[C:39]([C:17]5[CH:16]=[C:21]([N:8]([C:9]6[CH:10]=[CH:11][CH:12]=[CH:13][CH:14]=6)[C:5]6[CH:4]=[CH:3][CH:2]=[CH:7][CH:6]=6)[CH:20]=[CH:19][C:18]=5[N:40]4[C:41]4[CH:42]=[CH:43][CH:44]=[CH:45][C:46]2=4)[CH:38]=[CH:37][CH:36]=3)[CH:63]=[CH:65][CH:7]=[CH:2][CH:3]=1. (2) Given the reactants C([O:5][C:6](=[O:23])[CH:7]=[CH:8][C:9]1[CH:10]=[N:11][C:12]([NH2:22])=[C:13]([CH2:15][N:16]2[CH2:21][CH2:20][CH2:19][CH2:18][CH2:17]2)[CH:14]=1)(C)(C)C.C(O)(C(F)(F)F)=O.C(Cl)[Cl:32], predict the reaction product. The product is: [ClH:32].[NH2:22][C:12]1[N:11]=[CH:10][C:9](/[CH:8]=[CH:7]/[C:6]([OH:23])=[O:5])=[CH:14][C:13]=1[CH2:15][N:16]1[CH2:21][CH2:20][CH2:19][CH2:18][CH2:17]1. (3) Given the reactants CC(OI1(OC(C)=O)(OC(C)=O)OC(=O)C2C=CC=CC1=2)=O.[CH:23]1([NH:26][C:27](=[O:54])[C:28]2[CH:33]=[CH:32][C:31]([CH3:34])=[C:30]([N:35]3[CH:40]=[CH:39][N:38]=[C:37]([NH:41][C@@H:42]([C:47]4[CH:52]=[CH:51][CH:50]=[CH:49][CH:48]=4)[C@@H:43]([CH3:46])[CH2:44][OH:45])[C:36]3=[O:53])[CH:29]=2)[CH2:25][CH2:24]1, predict the reaction product. The product is: [CH:23]1([NH:26][C:27](=[O:54])[C:28]2[CH:33]=[CH:32][C:31]([CH3:34])=[C:30]([N:35]3[CH:40]=[CH:39][N:38]=[C:37]([NH:41][C@@H:42]([C:47]4[CH:52]=[CH:51][CH:50]=[CH:49][CH:48]=4)[C@@H:43]([CH3:46])[CH:44]=[O:45])[C:36]3=[O:53])[CH:29]=2)[CH2:24][CH2:25]1. (4) The product is: [CH:25]1([S:28]([O:24][C:21]2[CH:20]=[CH:19][C:18]([C:8]3([C:4]4[CH:5]=[CH:6][CH:7]=[C:2]([Br:1])[CH:3]=4)[C:12]4=[N:13][CH2:14][CH2:15][CH2:16][N:11]4[C:10](=[S:17])[NH:9]3)=[CH:23][CH:22]=2)(=[O:30])=[O:29])[CH2:27][CH2:26]1. Given the reactants [Br:1][C:2]1[CH:3]=[C:4]([C:8]2([C:18]3[CH:23]=[CH:22][C:21]([OH:24])=[CH:20][CH:19]=3)[C:12]3=[N:13][CH2:14][CH2:15][CH2:16][N:11]3[C:10](=[S:17])[NH:9]2)[CH:5]=[CH:6][CH:7]=1.[CH:25]1([S:28](Cl)(=[O:30])=[O:29])[CH2:27][CH2:26]1, predict the reaction product. (5) Given the reactants [F:1][CH:2]([F:19])[C:3]#[C:4][C:5]1([OH:18])[CH2:10][CH2:9][N:8]([C:11]([O:13][C:14]([CH3:17])([CH3:16])[CH3:15])=[O:12])[CH2:7][CH2:6]1, predict the reaction product. The product is: [F:19][CH:2]([F:1])/[CH:3]=[CH:4]/[C:5]1([OH:18])[CH2:10][CH2:9][N:8]([C:11]([O:13][C:14]([CH3:15])([CH3:16])[CH3:17])=[O:12])[CH2:7][CH2:6]1. (6) The product is: [NH2:24][C:16]1[S:17][C@:18]2([CH:21]([F:23])[F:22])[C@H:20]([C@:14]([C:12]3[CH:13]=[C:8]([NH:7][C:36](=[O:37])[C:33]4[C:32]([CH3:39])=[CH:31][C:30]([C:28]#[N:29])=[CH:35][N:34]=4)[CH:9]=[C:10]([F:27])[C:11]=3[F:26])([CH3:25])[N:15]=1)[CH2:19]2. Given the reactants CCCP(=O)=O.[NH2:7][C:8]1[CH:9]=[C:10]([F:27])[C:11]([F:26])=[C:12]([C@:14]2([CH3:25])[C@H:20]3[C@:18]([CH:21]([F:23])[F:22])([CH2:19]3)[S:17][C:16]([NH2:24])=[N:15]2)[CH:13]=1.[C:28]([C:30]1[CH:31]=[C:32]([CH3:39])[C:33]([C:36](O)=[O:37])=[N:34][CH:35]=1)#[N:29].C(P1(=O)OP(CCC)(=O)OP(CCC)(=O)O1)CC, predict the reaction product.